Dataset: TCR-epitope binding with 47,182 pairs between 192 epitopes and 23,139 TCRs. Task: Binary Classification. Given a T-cell receptor sequence (or CDR3 region) and an epitope sequence, predict whether binding occurs between them. (1) The epitope is VSFIEFVGW. The TCR CDR3 sequence is CASSQIVTSAAQYF. Result: 0 (the TCR does not bind to the epitope). (2) The epitope is YFPLQSYGF. The TCR CDR3 sequence is CASSSPGGSTDTQYF. Result: 1 (the TCR binds to the epitope). (3) The epitope is YLNTLTLAV. The TCR CDR3 sequence is CASSQAVDTGGSQPQHF. Result: 1 (the TCR binds to the epitope). (4) The epitope is PROT_97E67BCC. The TCR CDR3 sequence is CASTKLAGGTSEQFF. Result: 1 (the TCR binds to the epitope).